This data is from Reaction yield outcomes from USPTO patents with 853,638 reactions. The task is: Predict the reaction yield, written as a fraction of the theoretical maximum amount of product (1.0 means a 100% yield; for example, 0.34 means a 34% yield). The reactants are [CH3:1][O:2][C:3]1[CH:8]=[CH:7][CH:6]=[CH:5][C:4]=1[CH2:9][C:10]([O:12][CH3:13])=[O:11].C1COCC1.C([N-]C(C)C)(C)C.[Li+].[CH2:27](Br)[C:28]1[CH:33]=[CH:32][CH:31]=[CH:30][CH:29]=1. The catalyst is CCCCCCC.C1COCC1. The product is [CH3:1][O:2][C:3]1[CH:8]=[CH:7][CH:6]=[CH:5][C:4]=1[CH:9]([CH2:27][C:28]1[CH:33]=[CH:32][CH:31]=[CH:30][CH:29]=1)[C:10]([O:12][CH3:13])=[O:11]. The yield is 0.350.